Dataset: Catalyst prediction with 721,799 reactions and 888 catalyst types from USPTO. Task: Predict which catalyst facilitates the given reaction. (1) Reactant: [CH3:1][O:2][C:3](=[O:11])[CH2:4][C:5]1[N:6]=[C:7]([NH2:10])[S:8][CH:9]=1.[CH3:12][C:13]1[N:20]=[CH:19][CH:18]=[CH:17][C:14]=1[CH:15]=O.C(O[BH-](OC(=O)C)OC(=O)C)(=O)C.[Na+]. Product: [CH3:12][C:13]1[C:14]([CH2:15][NH:10][C:7]2[S:8][CH:9]=[C:5]([CH2:4][C:3]([O:2][CH3:1])=[O:11])[N:6]=2)=[CH:17][CH:18]=[CH:19][N:20]=1. The catalyst class is: 26. (2) Reactant: [N:1]([C@@H:4]1[C@@H:16]([O:17][CH2:18][C:19]2[CH:24]=[CH:23][CH:22]=[CH:21][CH:20]=2)[C@H:15]([OH:25])[C@@H:14]([CH2:26][N:27]2[C:31](=[O:32])[C:30]3=[CH:33][CH:34]=[CH:35][CH:36]=[C:29]3[C:28]2=[O:37])[O:13][C@H:5]1[S:6][C:7]1[CH:12]=[CH:11][CH:10]=[CH:9][CH:8]=1)=[N+:2]=[N-:3].[C:38](OC(=O)C)(=[O:40])[CH3:39]. Product: [C:38]([C@@:15]1([OH:25])[C@@H:14]([CH2:26][N:27]2[C:31](=[O:32])[C:30]3=[CH:33][CH:34]=[CH:35][CH:36]=[C:29]3[C:28]2=[O:37])[O:13][C@@H:5]([S:6][C:7]2[CH:8]=[CH:9][CH:10]=[CH:11][CH:12]=2)[C@H:4]([N:1]=[N+:2]=[N-:3])[C@H:16]1[O:17][CH2:18][C:19]1[CH:20]=[CH:21][CH:22]=[CH:23][CH:24]=1)(=[O:40])[CH3:39]. The catalyst class is: 17. (3) Reactant: Cl.O1CCOCC1.COC1C=CC(C[O:15][C:16]2[N:21]=[C:20]([C:22]3[CH:35]=[CH:34][CH:33]=[C:32]4[C:23]=3[O:24][C:25]3[CH:26]=[CH:27][C:28]([NH:36][CH:37]([C:51]5[CH:56]=[CH:55][C:54]([CH3:57])=[CH:53][N:52]=5)[C@@H:38]5[O:43][CH2:42][CH2:41][N:40](C(OC(C)(C)C)=O)[CH2:39]5)=[CH:29][C:30]=3[CH2:31]4)[CH:19]=[C:18]([N:58]3[CH2:63][CH2:62][O:61][CH2:60][CH2:59]3)[CH:17]=2)=CC=1. Product: [CH3:57][C:54]1[CH:55]=[CH:56][C:51]([CH:37]([NH:36][C:28]2[CH:29]=[C:30]3[C:25]([O:24][C:23]4[C:22]([C:20]5[NH:21][C:16](=[O:15])[CH:17]=[C:18]([N:58]6[CH2:63][CH2:62][O:61][CH2:60][CH2:59]6)[CH:19]=5)=[CH:35][CH:34]=[CH:33][C:32]=4[CH2:31]3)=[CH:26][CH:27]=2)[C@@H:38]2[O:43][CH2:42][CH2:41][NH:40][CH2:39]2)=[N:52][CH:53]=1. The catalyst class is: 254. (4) Reactant: C(O)CO.[S:5]1[C:9]2[CH:10]=[CH:11][C:12]([CH:14](C(OCC)=O)[C:15]([O:17]CC)=[O:16])=[CH:13][C:8]=2[CH:7]=[CH:6]1.[OH-].[K+].O. Product: [S:5]1[C:9]2[CH:10]=[CH:11][C:12]([CH2:14][C:15]([OH:17])=[O:16])=[CH:13][C:8]=2[CH:7]=[CH:6]1. The catalyst class is: 11.